Dataset: Full USPTO retrosynthesis dataset with 1.9M reactions from patents (1976-2016). Task: Predict the reactants needed to synthesize the given product. (1) Given the product [CH:9]1([C:12]2[NH:16][C:15]3[CH:24]=[C:25]([C:36]4[C:37]([CH3:42])=[N:38][O:39][C:40]=4[CH3:41])[CH:26]=[C:27]([C:28]([CH:30]4[CH2:35][O:34][CH2:33][CH2:32][O:31]4)([C:6]4[N:1]=[N:2][CH:3]=[CH:4][CH:5]=4)[OH:29])[C:14]=3[N:13]=2)[CH2:10][CH2:11]1, predict the reactants needed to synthesize it. The reactants are: [N:1]1[CH:6]=[CH:5][CH:4]=[CH:3][N:2]=1.[Li+].[Cl-].[CH:9]1([C:12]2[N:16](C(OC(C)(C)C)=O)[C:15]3[CH:24]=[C:25]([C:36]4[C:37]([CH3:42])=[N:38][O:39][C:40]=4[CH3:41])[CH:26]=[C:27]([C:28]([CH:30]4[CH2:35][O:34][CH2:33][CH2:32][O:31]4)=[O:29])[C:14]=3[N:13]=2)[CH2:11][CH2:10]1. (2) Given the product [CH:30]1[C:31]2[CH:19]([CH2:18][O:17][C:15]([NH:1][C@@H:2]([CH2:6][O:7][CH2:8][CH3:9])[C:3]([OH:5])=[O:4])=[O:16])[C:20]3[C:25](=[CH:24][CH:23]=[CH:22][CH:21]=3)[C:26]=2[CH:27]=[CH:28][CH:29]=1, predict the reactants needed to synthesize it. The reactants are: [NH2:1][C@@H:2]([CH2:6][O:7][CH2:8][CH3:9])[C:3]([OH:5])=[O:4].C(=O)(O)[O-].[Na+].[C:15](ON1C(=O)CCC1=O)([O:17][CH2:18][CH:19]1[C:31]2[C:26](=[CH:27][CH:28]=[CH:29][CH:30]=2)[C:25]2[C:20]1=[CH:21][CH:22]=[CH:23][CH:24]=2)=[O:16].